This data is from Full USPTO retrosynthesis dataset with 1.9M reactions from patents (1976-2016). The task is: Predict the reactants needed to synthesize the given product. (1) Given the product [Br:1][C:2]1[C:3]([N:19]2[CH2:24][CH2:23][CH2:22][C@@H:21]([NH:25][C:26](=[O:32])[O:27][C:28]([CH3:30])([CH3:29])[CH3:31])[CH2:20]2)=[C:4]2[C:10]([NH:11][C:12]([CH:14]3[CH2:17][CH2:16][CH2:15]3)=[O:13])=[CH:9][NH:8][C:5]2=[N:6][CH:7]=1, predict the reactants needed to synthesize it. The reactants are: [Br:1][C:2]1[C:3](F)=[C:4]2[C:10]([NH:11][C:12]([CH:14]3[CH2:17][CH2:16][CH2:15]3)=[O:13])=[CH:9][NH:8][C:5]2=[N:6][CH:7]=1.[NH:19]1[CH2:24][CH2:23][CH2:22][C@@H:21]([NH:25][C:26](=[O:32])[O:27][C:28]([CH3:31])([CH3:30])[CH3:29])[CH2:20]1.C(N(CC)CC)C. (2) The reactants are: [CH:1]#[C:2][CH3:3].[Cl:4][C:5]1[CH:6]=[C:7](I)[C:8]([NH2:11])=[N:9][CH:10]=1.C(N(CC)CC)C. Given the product [Cl:4][C:5]1[CH:6]=[C:7]([C:1]#[C:2][CH3:3])[C:8]([NH2:11])=[N:9][CH:10]=1, predict the reactants needed to synthesize it. (3) Given the product [CH2:1]([N:5]([CH2:17][CH2:18][CH2:19][CH3:20])[C:6](=[N:30][CH2:26][CH2:27][CH2:28][CH3:29])[N:7]([CH2:12][CH2:13][CH2:14][CH3:15])[CH2:8][CH2:9][CH2:10][CH3:11])[CH2:2][CH2:3][CH3:4], predict the reactants needed to synthesize it. The reactants are: [CH2:1]([N:5]([CH2:17][CH2:18][CH2:19][CH3:20])[C:6](=O)[N:7]([CH2:12][CH2:13][CH2:14][CH3:15])[CH2:8][CH2:9][CH2:10][CH3:11])[CH2:2][CH2:3][CH3:4].P(Cl)(Cl)(Cl)=O.[CH2:26]([NH2:30])[CH2:27][CH2:28][CH3:29]. (4) Given the product [F:16][C:17]([F:31])([F:32])[C:18]1[CH:23]=[C:22]([C:24]([F:25])([F:26])[F:27])[CH:21]=[CH:20][C:19]=1[C:2]1[CH:7]=[CH:6][N:5]=[C:4]([C:8]#[N:9])[CH:3]=1, predict the reactants needed to synthesize it. The reactants are: Cl[C:2]1[CH:7]=[CH:6][N:5]=[C:4]([C:8]#[N:9])[CH:3]=1.C(=O)([O-])[O-].[K+].[K+].[F:16][C:17]([F:32])([F:31])[C:18]1[CH:23]=[C:22]([C:24]([F:27])([F:26])[F:25])[CH:21]=[CH:20][C:19]=1B(O)O.[Cl-].[NH4+]. (5) Given the product [CH3:3][CH:2]([N:12]1[C:8](=[O:18])[C:9]2[C:10](=[CH:14][CH:15]=[CH:16][CH:17]=2)[C:11]1=[O:13])[C:4](=[O:7])[CH2:5][CH3:6], predict the reactants needed to synthesize it. The reactants are: Br[CH:2]([C:4](=[O:7])[CH2:5][CH3:6])[CH3:3].[C:8]1(=[O:18])[NH:12][C:11](=[O:13])[C:10]2=[CH:14][CH:15]=[CH:16][CH:17]=[C:9]12.[K].C(OCC)(=O)C. (6) Given the product [CH2:51]([O:50][C:49]1[C:48](=[O:58])[N:47]=[C:46]([CH2:59][C:60]2([N:65]3[C:69]4=[N:70][CH:71]=[CH:72][CH:73]=[C:68]4[CH:67]=[CH:66]3)[CH2:64][CH2:63][CH2:62][CH2:61]2)[N:45]2[CH2:75][CH2:74][N:41]([CH2:40][CH:37]3[CH2:39][CH2:38]3)[C:42](=[O:43])[C:44]=12)[C:52]1[CH:57]=[CH:56][CH:55]=[CH:54][CH:53]=1, predict the reactants needed to synthesize it. The reactants are: C(OC1C(=O)N=C(CC2(N3C4=NC=CC=C4C=C3)CCCC2)N2CCN(C)C(=O)C=12)C1C=CC=CC=1.[CH:37]1([CH2:40][N:41]([CH2:74][CH2:75]O)[C:42]([C:44]2[C:49]([O:50][CH2:51][C:52]3[CH:57]=[CH:56][CH:55]=[CH:54][CH:53]=3)=[C:48]([OH:58])[N:47]=[C:46]([CH2:59][C:60]3([N:65]4[C:69]5=[N:70][CH:71]=[CH:72][CH:73]=[C:68]5[CH:67]=[CH:66]4)[CH2:64][CH2:63][CH2:62][CH2:61]3)[N:45]=2)=[O:43])[CH2:39][CH2:38]1.